This data is from Reaction yield outcomes from USPTO patents with 853,638 reactions. The task is: Predict the reaction yield, written as a fraction of the theoretical maximum amount of product (1.0 means a 100% yield; for example, 0.34 means a 34% yield). The reactants are [CH3:1][O:2][C:3]1[CH:8]=[C:7]([CH2:9][CH2:10][CH3:11])[CH:6]=[CH:5][C:4]=1[OH:12].[Na+].[I-].C([O-])([O-])=O.[K+].[K+].[S:21](Cl)([C:24]1[CH:30]=[CH:29][C:27]([CH3:28])=[CH:26][CH:25]=1)(=[O:23])=[O:22]. The catalyst is C(#N)C. The product is [CH3:28][C:27]1[CH:29]=[CH:30][C:24]([S:21]([O:12][C:4]2[CH:5]=[CH:6][C:7]([CH2:9][CH2:10][CH3:11])=[CH:8][C:3]=2[O:2][CH3:1])(=[O:23])=[O:22])=[CH:25][CH:26]=1. The yield is 0.660.